Predict which catalyst facilitates the given reaction. From a dataset of Catalyst prediction with 721,799 reactions and 888 catalyst types from USPTO. (1) Reactant: Br[C:2]1[CH:3]=[C:4]([S:8]([C:11]([CH:27]2[CH2:39][C:30]3[NH:31][C:32]4[CH:33]=[CH:34][C:35]([Cl:38])=[CH:36][C:37]=4[C:29]=3[CH2:28]2)([F:26])[C:12]2[O:16][C:15]([C:17]3[CH:25]=[CH:24][C:20]([C:21]([OH:23])=[O:22])=[CH:19][CH:18]=3)=[N:14][N:13]=2)(=[O:10])=[O:9])[CH:5]=[CH:6][CH:7]=1. Product: [C:4]1([S:8]([C:11]([CH:27]2[CH2:39][C:30]3[NH:31][C:32]4[CH:33]=[CH:34][C:35]([Cl:38])=[CH:36][C:37]=4[C:29]=3[CH2:28]2)([F:26])[C:12]2[O:16][C:15]([C:17]3[CH:18]=[CH:19][C:20]([C:21]([OH:23])=[O:22])=[CH:24][CH:25]=3)=[N:14][N:13]=2)(=[O:10])=[O:9])[CH:5]=[CH:6][CH:7]=[CH:2][CH:3]=1. The catalyst class is: 19. (2) Reactant: Cl[CH2:2][C@@H:3]1[CH2:7][CH2:6][CH2:5][N:4]1[C:8]1[CH:9]=[C:10]([C:14]2[CH:15]=[C:16]3[C:21](=[CH:22][CH:23]=2)[N:20]([CH3:24])[C:19](=[O:25])[CH2:18][CH2:17]3)[CH:11]=[N:12][CH:13]=1.C([O-])([O-])=O.[K+].[K+].[I-].[Na+].Cl.[CH2:35]([NH2:37])[CH3:36].C([O-])(O)=O.[Na+]. Product: [CH2:35]([NH:37][CH2:2][C@@H:3]1[CH2:7][CH2:6][CH2:5][N:4]1[C:8]1[CH:9]=[C:10]([C:14]2[CH:15]=[C:16]3[C:21](=[CH:22][CH:23]=2)[N:20]([CH3:24])[C:19](=[O:25])[CH2:18][CH2:17]3)[CH:11]=[N:12][CH:13]=1)[CH3:36]. The catalyst class is: 210. (3) Reactant: [CH3:1][O:2][C:3]1([C:6]2[CH:11]=[CH:10][C:9]([C:12]#[C:13][Si](C)(C)C)=[CH:8][CH:7]=2)[CH2:5][CH2:4]1.C(=O)([O-])[O-].[K+].[K+]. Product: [C:12]([C:9]1[CH:10]=[CH:11][C:6]([C:3]2([O:2][CH3:1])[CH2:4][CH2:5]2)=[CH:7][CH:8]=1)#[CH:13]. The catalyst class is: 5. (4) Reactant: [CH3:1][C:2]1[CH:7]=[CH:6][C:5]([S:8](Cl)(=[O:10])=[O:9])=[CH:4][CH:3]=1.Cl[C:13]1[N:14]=[C:15]([Cl:22])[C:16]2[CH:21]=[CH:20][NH:19][C:17]=2[N:18]=1.[OH-].[Na+]. Product: [Cl:22][C:15]1[C:16]2[CH:21]=[CH:20][N:19]([S:8]([C:5]3[CH:6]=[CH:7][C:2]([CH3:1])=[CH:3][CH:4]=3)(=[O:10])=[O:9])[C:17]=2[N:18]=[CH:13][N:14]=1. The catalyst class is: 21. (5) Reactant: [I:1][C:2]1[C:7]([OH:8])=[CH:6][CH:5]=[C:4]([CH3:9])[N:3]=1.C([O-])([O-])=O.[Cs+].[Cs+].Br[CH2:17][CH2:18][OH:19]. Product: [I:1][C:2]1[C:7]([O:8][CH2:17][CH2:18][OH:19])=[CH:6][CH:5]=[C:4]([CH3:9])[N:3]=1. The catalyst class is: 3. (6) Reactant: [Br:1][C:2]1[C:3]([F:12])=[C:4]2[C:10]([NH2:11])=[CH:9][NH:8][C:5]2=[N:6][CH:7]=1.[CH3:13][C:14]1[C:15]([C:20](O)=[O:21])=[N:16][CH:17]=[CH:18][CH:19]=1.O=C1N(P(Cl)(N2CCOC2=O)=O)CCO1.C(N(CC)CC)C. Product: [Br:1][C:2]1[C:3]([F:12])=[C:4]2[C:10]([NH:11][C:20](=[O:21])[C:15]3[C:14]([CH3:13])=[CH:19][CH:18]=[CH:17][N:16]=3)=[CH:9][NH:8][C:5]2=[N:6][CH:7]=1. The catalyst class is: 2.